Dataset: Full USPTO retrosynthesis dataset with 1.9M reactions from patents (1976-2016). Task: Predict the reactants needed to synthesize the given product. Given the product [Br:7][C:5]1[N:6]=[C:2]([C:24]([OH:26])=[O:25])[N:3]([CH2:9][O:10][CH2:11][CH2:12][Si:13]([CH3:16])([CH3:15])[CH3:14])[C:4]=1[Br:8], predict the reactants needed to synthesize it. The reactants are: Br[C:2]1[N:3]([CH2:9][O:10][CH2:11][CH2:12][Si:13]([CH3:16])([CH3:15])[CH3:14])[C:4]([Br:8])=[C:5]([Br:7])[N:6]=1.C1([Li])C=CC=CC=1.[C:24](=[O:26])=[O:25].Cl.